Task: Predict which catalyst facilitates the given reaction.. Dataset: Catalyst prediction with 721,799 reactions and 888 catalyst types from USPTO (1) Reactant: [N+:1]([C:4]1[CH:5]=[C:6]([CH2:10][C:11]#[N:12])[CH:7]=[CH:8][CH:9]=1)([O-])=O.[Cl-].N. Product: [NH2:1][C:4]1[CH:5]=[C:6]([CH2:10][C:11]#[N:12])[CH:7]=[CH:8][CH:9]=1. The catalyst class is: 314. (2) Reactant: C(OC([N:8]1[CH2:13][CH2:12][N:11]([C:14]2[CH:19]=[CH:18][C:17]([Br:20])=[CH:16][C:15]=2[CH:21]2[CH2:26][CH2:25][C:24]([CH3:28])([CH3:27])[CH2:23][CH2:22]2)[CH2:10][CH2:9]1)=O)(C)(C)C.FC(F)(F)C(O)=O.ClCCl.C(=O)([O-])[O-].[Na+].[Na+]. Product: [Br:20][C:17]1[CH:18]=[CH:19][C:14]([N:11]2[CH2:12][CH2:13][NH:8][CH2:9][CH2:10]2)=[C:15]([CH:21]2[CH2:26][CH2:25][C:24]([CH3:28])([CH3:27])[CH2:23][CH2:22]2)[CH:16]=1. The catalyst class is: 13.